This data is from Full USPTO retrosynthesis dataset with 1.9M reactions from patents (1976-2016). The task is: Predict the reactants needed to synthesize the given product. (1) Given the product [C:23]([C:22]1[CH:25]=[C:26]([N:16]2[CH2:15][CH2:14][CH:13]([NH:12][C:10](=[O:11])[O:9][C:6]([CH3:5])([CH3:7])[CH3:8])[CH2:18][CH2:17]2)[CH:27]=[C:20]([F:19])[CH:21]=1)#[N:24], predict the reactants needed to synthesize it. The reactants are: CS(C)=O.[CH3:5][C:6]([O:9][C:10]([NH:12][CH:13]1[CH2:18][CH2:17][NH:16][CH2:15][CH2:14]1)=[O:11])([CH3:8])[CH3:7].[F:19][C:20]1[CH:21]=[C:22]([CH:25]=[C:26](F)[CH:27]=1)[C:23]#[N:24].C(=O)([O-])[O-].[K+].[K+]. (2) The reactants are: C[O:2][C:3](=O)[N:4]([CH2:12][CH2:13][C:14]1[CH:19]=[CH:18][C:17]([C:20]([F:23])([F:22])[F:21])=[CH:16][C:15]=1[Br:24])[CH:5]([CH2:9][CH2:10][CH3:11])[CH2:6][CH2:7][CH3:8].FC(F)(F)S(OS(C(F)(F)F)(=O)=O)(=O)=O.C(=O)([O-])O.[Na+]. Given the product [Br:24][C:15]1[CH:16]=[C:17]([C:20]([F:23])([F:22])[F:21])[CH:18]=[C:19]2[C:14]=1[CH2:13][CH2:12][N:4]([CH:5]([CH2:9][CH2:10][CH3:11])[CH2:6][CH2:7][CH3:8])[C:3]2=[O:2], predict the reactants needed to synthesize it. (3) Given the product [NH2:7][C:8]1[CH:9]=[C:10]([CH:11]=[CH:12][CH:13]=1)[C:14]([NH:15][CH:16]1[CH2:22][CH2:21][CH2:20][CH2:19][CH2:18][CH2:17]1)=[O:23], predict the reactants needed to synthesize it. The reactants are: C(OC(=O)[NH:7][C:8]1[CH:13]=[CH:12][CH:11]=[C:10]([C:14](=[O:23])[NH:15][CH:16]2[CH2:22][CH2:21][CH2:20][CH2:19][CH2:18][CH2:17]2)[CH:9]=1)(C)(C)C. (4) The reactants are: [F:1][C:2]1[CH:3]=[N:4][CH:5]=[CH:6][C:7]=1[C:8]1[N:12]([S:13]([C:16]2[CH:17]=[N:18][CH:19]=[CH:20][CH:21]=2)(=[O:15])=[O:14])[CH:11]=[C:10]([CH2:22][N:23](C)[C:24](=O)[O:25][C:26]([CH3:29])(C)C)[CH:9]=1.[C:32]([O:35]CC)(=[O:34])[CH3:33].Cl.C[OH:40]. Given the product [C:26]([OH:25])(=[O:40])/[CH:29]=[CH:33]/[C:32]([OH:35])=[O:34].[F:1][C:2]1[CH:3]=[N:4][CH:5]=[CH:6][C:7]=1[C:8]1[N:12]([S:13]([C:16]2[CH:17]=[N:18][CH:19]=[CH:20][CH:21]=2)(=[O:15])=[O:14])[CH:11]=[C:10]([CH2:22][NH:23][CH3:24])[CH:9]=1, predict the reactants needed to synthesize it. (5) Given the product [Br:25][C:13]1[C:2]([CH3:1])=[CH:3][CH:4]=[C:5]2[NH:11][C:10](=[O:12])[O:9][C:7](=[O:8])[C:6]=12, predict the reactants needed to synthesize it. The reactants are: [CH3:1][C:2]1[CH:13]=[C:6]2[C:7]([O:9][C:10](=[O:12])[NH:11][C:5]2=[CH:4][CH:3]=1)=[O:8].C(O)(=O)C.C(O)(C(F)(F)F)=O.[Br:25]Br.